Task: Predict the product of the given reaction.. Dataset: Forward reaction prediction with 1.9M reactions from USPTO patents (1976-2016) (1) The product is: [Cl:1][C:2]1[CH:3]=[C:4]([C:8](=[O:13])[C:9](=[N:14][OH:15])[C:10](=[O:12])[CH3:11])[CH:5]=[CH:6][CH:7]=1. Given the reactants [Cl:1][C:2]1[CH:3]=[C:4]([C:8](=[O:13])[CH2:9][C:10](=[O:12])[CH3:11])[CH:5]=[CH:6][CH:7]=1.[N:14]([O-])=[O:15].[Na+].C(=O)(O)[O-].[Na+], predict the reaction product. (2) Given the reactants [Si]([O:8][CH2:9][C@@H:10]1[C@@H:14]([O:15][Si:16]([CH:23]([CH3:25])[CH3:24])([CH:20]([CH3:22])[CH3:21])[CH:17]([CH3:19])[CH3:18])[CH2:13][C@H:12]([NH:26][C:27]2[C:32]([C:33]([C:35]3[S:36][CH:37]=[C:38]([CH2:40][C:41]4[O:42][C:43]([CH3:46])=[CH:44][CH:45]=4)[CH:39]=3)=[O:34])=[CH:31][N:30]=[CH:29][N:28]=2)[CH2:11]1)(C(C)(C)C)(C)C.C([O-])(O)=O.[Na+], predict the reaction product. The product is: [OH:8][CH2:9][C@@H:10]1[C@@H:14]([O:15][Si:16]([CH:20]([CH3:21])[CH3:22])([CH:17]([CH3:19])[CH3:18])[CH:23]([CH3:25])[CH3:24])[CH2:13][C@H:12]([NH:26][C:27]2[C:32]([C:33]([C:35]3[S:36][CH:37]=[C:38]([CH2:40][C:41]4[O:42][C:43]([CH3:46])=[CH:44][CH:45]=4)[CH:39]=3)=[O:34])=[CH:31][N:30]=[CH:29][N:28]=2)[CH2:11]1. (3) Given the reactants C([O:3][C:4](=[O:34])[C:5]1[CH:10]=[CH:9][CH:8]=[C:7]([N:11]2[C:15]([CH3:16])=[CH:14][CH:13]=[C:12]2[C:17]2[CH:22]=[C:21]([Br:23])[CH:20]=[CH:19][C:18]=2[O:24][CH2:25][C:26]2[CH:31]=[CH:30][C:29]([Cl:32])=[C:28]([Cl:33])[CH:27]=2)[CH:6]=1)C.[OH-].[Na+], predict the reaction product. The product is: [Br:23][C:21]1[CH:20]=[CH:19][C:18]([O:24][CH2:25][C:26]2[CH:31]=[CH:30][C:29]([Cl:32])=[C:28]([Cl:33])[CH:27]=2)=[C:17]([C:12]2[N:11]([C:7]3[CH:6]=[C:5]([CH:10]=[CH:9][CH:8]=3)[C:4]([OH:34])=[O:3])[C:15]([CH3:16])=[CH:14][CH:13]=2)[CH:22]=1. (4) Given the reactants C[O:2][C:3]([C:5]1[N:6]([CH:10]2[C:19]3[C:14](=[CH:15][CH:16]=[CH:17][CH:18]=3)[C:13](=[O:20])[N:12]([CH3:21])[C:11]2([CH3:23])[CH3:22])[CH:7]=[N:8][CH:9]=1)=O.[H-].[Al+3].[Li+].[H-].[H-].[H-], predict the reaction product. The product is: [OH:2][CH2:3][C:5]1[N:6]([CH:10]2[C:19]3[C:14](=[CH:15][CH:16]=[CH:17][CH:18]=3)[C:13](=[O:20])[N:12]([CH3:21])[C:11]2([CH3:23])[CH3:22])[CH:7]=[N:8][CH:9]=1. (5) Given the reactants [C:1]([C:3]1[C:4]([CH3:27])=[C:5]([C@@H:10]2[O:15][CH2:14][C@H:13]3[CH2:16][N:17](C(OC(C)(C)C)=O)[CH2:18][CH2:19][N:12]3[CH2:11]2)[CH:6]=[CH:7][C:8]=1[F:9])#[N:2].[ClH:28], predict the reaction product. The product is: [ClH:28].[F:9][C:8]1[C:3]([C:1]#[N:2])=[C:4]([CH3:27])[C:5]([C@@H:10]2[O:15][CH2:14][C@H:13]3[CH2:16][NH:17][CH2:18][CH2:19][N:12]3[CH2:11]2)=[CH:6][CH:7]=1. (6) Given the reactants [Cl:1][C:2]1[N:3]=[C:4](Cl)[C:5]2[CH2:10][CH2:9][CH:8]([C:11]3[CH:16]=[CH:15][C:14]([O:17][C:18]([F:21])([F:20])[F:19])=[CH:13][CH:12]=3)[C:6]=2[N:7]=1.[CH2:23]([NH2:25])[CH3:24], predict the reaction product. The product is: [Cl:1][C:2]1[N:3]=[C:4]([NH:25][CH2:23][CH3:24])[C:5]2[CH2:10][CH2:9][CH:8]([C:11]3[CH:16]=[CH:15][C:14]([O:17][C:18]([F:21])([F:20])[F:19])=[CH:13][CH:12]=3)[C:6]=2[N:7]=1. (7) Given the reactants [Br:1][C:2]1[C:7]([OH:8])=[CH:6][CH:5]=[CH:4][C:3]=1[C:9](=[O:11])[CH3:10].C(=O)([O-])[O-].[K+].[K+].[CH2:18](I)[CH3:19].C(OCC)(=O)C.CCCCCC, predict the reaction product. The product is: [Br:1][C:2]1[C:7]([O:8][CH2:18][CH3:19])=[CH:6][CH:5]=[CH:4][C:3]=1[C:9](=[O:11])[CH3:10]. (8) Given the reactants [CH:1]1([N:7]2[C:12]([OH:13])=[C:11]([C:14]([NH:16][CH2:17][C:18]([O:20]CC)=[O:19])=[O:15])[C:10](=[O:23])[NH:9][C:8]2=[O:24])[CH2:6][CH2:5][CH2:4][CH2:3][CH2:2]1.[C:25](=O)([O-])[O-].[K+].[K+].[CH3:31][C:32]1[CH:37]=[CH:36][CH:35]=[CH:34][CH:33]=1.Cl, predict the reaction product. The product is: [CH:1]1([N:7]2[C:12]([OH:13])=[C:11]([C:14]([NH:16][CH2:17][C:18]([OH:20])=[O:19])=[O:15])[C:10](=[O:23])[N:9]([CH2:31][C:32]3[CH:37]=[CH:36][CH:35]=[CH:34][C:33]=3[CH3:25])[C:8]2=[O:24])[CH2:6][CH2:5][CH2:4][CH2:3][CH2:2]1. (9) Given the reactants [C:1]([O:5][C:6](=[O:20])[NH:7][CH2:8][C:9]12[CH2:18][CH:13]3[CH2:14][CH:15]([CH2:17][CH:11]([CH:12]3[OH:19])[CH2:10]1)[CH2:16]2)([CH3:4])([CH3:3])[CH3:2].CC(OI1(OC(C)=O)(OC(C)=O)OC(=O)C2C=CC=CC1=2)=O, predict the reaction product. The product is: [C:1]([O:5][C:6](=[O:20])[NH:7][CH2:8][C:9]12[CH2:18][CH:13]3[CH2:14][CH:15]([CH2:17][CH:11]([C:12]3=[O:19])[CH2:10]1)[CH2:16]2)([CH3:4])([CH3:2])[CH3:3]. (10) Given the reactants C(OC([N:8]1[CH2:13][CH2:12][CH:11]([N:14]2[C:18]3[CH:19]=[CH:20][C:21]([CH3:23])=[CH:22][C:17]=3[N:16]=[C:15]2[O:24][CH2:25][CH3:26])[CH2:10][CH2:9]1)=O)(C)(C)C.C(O)(C(F)(F)F)=O, predict the reaction product. The product is: [CH2:25]([O:24][C:15]1[N:14]([CH:11]2[CH2:10][CH2:9][NH:8][CH2:13][CH2:12]2)[C:18]2[CH:19]=[CH:20][C:21]([CH3:23])=[CH:22][C:17]=2[N:16]=1)[CH3:26].